Dataset: Forward reaction prediction with 1.9M reactions from USPTO patents (1976-2016). Task: Predict the product of the given reaction. (1) Given the reactants [F:1][C:2]([F:19])([F:18])[C:3]1[CH:4]=[CH:5][C:6]2[CH2:7][C@@H:8]3[CH2:17][NH:16][CH2:15][CH2:14][N:9]3[C:10](=[O:13])[C:11]=2[CH:12]=1.C1C(=O)N([Br:27])C(=O)C1, predict the reaction product. The product is: [Br:27][C:5]1[C:6]2[CH2:7][C@@H:8]3[CH2:17][NH:16][CH2:15][CH2:14][N:9]3[C:10](=[O:13])[C:11]=2[CH:12]=[C:3]([C:2]([F:1])([F:18])[F:19])[CH:4]=1. (2) The product is: [ClH:15].[NH:1]([C:5]1[CH:14]=[C:13]2[C:8]([C:9]([CH2:16][C:17]3[CH:22]=[CH:21][N:20]=[CH:19][CH:18]=3)=[N:10][N:11]=[C:12]2[NH:23][C:24]2[CH:29]=[CH:28][CH:27]=[CH:26][CH:25]=2)=[CH:7][CH:6]=1)[C:2]([CH3:4])=[O:3]. Given the reactants [NH:1]([C:5]1[CH:14]=[C:13]2[C:8]([C:9]([CH2:16][C:17]3[CH:22]=[CH:21][N:20]=[CH:19][CH:18]=3)=[N:10][N:11]=[C:12]2[Cl:15])=[CH:7][CH:6]=1)[C:2]([CH3:4])=[O:3].[NH2:23][C:24]1[CH:29]=[CH:28][CH:27]=[CH:26][CH:25]=1, predict the reaction product. (3) Given the reactants [Sn](Cl)Cl.[C:4]([C:8]1[CH:13]=[CH:12][C:11]([C:14]2[C:22]3[C:17](=[CH:18][CH:19]=[C:20]([N+:23]([O-])=O)[CH:21]=3)[N:16]([CH2:26][C:27]3[CH:32]=[CH:31][CH:30]=[C:29]([O:33][CH3:34])[CH:28]=3)[C:15]=2[C:35]([O:37][CH2:38][CH3:39])=[O:36])=[CH:10][CH:9]=1)([CH3:7])([CH3:6])[CH3:5].Cl.[OH-].[Na+], predict the reaction product. The product is: [NH2:23][C:20]1[CH:21]=[C:22]2[C:17](=[CH:18][CH:19]=1)[N:16]([CH2:26][C:27]1[CH:32]=[CH:31][CH:30]=[C:29]([O:33][CH3:34])[CH:28]=1)[C:15]([C:35]([O:37][CH2:38][CH3:39])=[O:36])=[C:14]2[C:11]1[CH:10]=[CH:9][C:8]([C:4]([CH3:5])([CH3:7])[CH3:6])=[CH:13][CH:12]=1. (4) Given the reactants [NH2:1][C:2]1[C:10]2[C:5](=[N:6][C:7]([C:18]3[CH:23]=[CH:22][CH:21]=[CH:20][C:19]=3[Cl:24])=[C:8]([C:11]3[CH:16]=[CH:15][C:14]([Cl:17])=[CH:13][CH:12]=3)[CH:9]=2)[O:4][C:3]=1[C:25]([C:27]1[CH:28]=[N:29][CH:30]=[CH:31][CH:32]=1)=[O:26].C([O:36][CH2:37][C:38](Cl)=[O:39])(=O)C, predict the reaction product. The product is: [Cl:24][C:19]1[CH:20]=[CH:21][CH:22]=[CH:23][C:18]=1[C:7]1[N:6]=[C:5]2[O:4][C:3]([C:25]([C:27]3[CH:28]=[N:29][CH:30]=[CH:31][CH:32]=3)=[O:26])=[C:2]([NH:1][C:37](=[O:36])[CH2:38][OH:39])[C:10]2=[CH:9][C:8]=1[C:11]1[CH:12]=[CH:13][C:14]([Cl:17])=[CH:15][CH:16]=1.